This data is from Reaction yield outcomes from USPTO patents with 853,638 reactions. The task is: Predict the reaction yield, written as a fraction of the theoretical maximum amount of product (1.0 means a 100% yield; for example, 0.34 means a 34% yield). (1) The reactants are [C:1]([C:4]1[C:12]2[C:7](=[CH:8][CH:9]=[CH:10][CH:11]=2)[N:6]([C:13]2[CH:21]=[CH:20][C:16]([C:17]([NH2:19])=[O:18])=[CH:15][C:14]=2[Cl:22])[CH:5]=1)(=O)[CH3:2].Cl.[NH2:24][OH:25].C(N(CC)CC)C. The catalyst is CO. The product is [OH:25][N:24]=[C:1]([C:4]1[C:12]2[C:7](=[CH:8][CH:9]=[CH:10][CH:11]=2)[N:6]([C:13]2[CH:21]=[CH:20][C:16]([C:17]([NH2:19])=[O:18])=[CH:15][C:14]=2[Cl:22])[CH:5]=1)[CH3:2]. The yield is 0.830. (2) The reactants are C(O/[CH:4]=[CH:5]/[C:6]([NH:8][C:9]1[CH:14]=[CH:13][CH:12]=[C:11]([F:15])[C:10]=1[O:16][CH3:17])=[O:7])C.OS(O)(=O)=O.N. No catalyst specified. The product is [F:15][C:11]1[C:10]([O:16][CH3:17])=[C:9]2[C:14]([CH:4]=[CH:5][C:6]([OH:7])=[N:8]2)=[CH:13][CH:12]=1. The yield is 0.870. (3) The reactants are C([O:3][C:4](=O)[C:5]([CH3:32])([O:7][C:8]1[CH:31]=[CH:30][C:11]2[C:12]3[N:16]([CH2:17][CH2:18][O:19][C:10]=2[CH:9]=1)[CH:15]=[C:14]([C:20]1[N:21]([CH2:25][C:26]([F:29])([F:28])[F:27])[N:22]=[CH:23][N:24]=1)[N:13]=3)[CH3:6])C.O.[OH-].[Li+].Cl.C[N:39](C(ON1N=NC2C=CC=NC1=2)=[N+](C)C)C.F[P-](F)(F)(F)(F)F.[Cl-].[NH4+].C(N(CC)CC)C. The catalyst is CO.O. The product is [CH3:6][C:5]([O:7][C:8]1[CH:31]=[CH:30][C:11]2[C:12]3[N:16]([CH:15]=[C:14]([C:20]4[N:21]([CH2:25][C:26]([F:28])([F:29])[F:27])[N:22]=[CH:23][N:24]=4)[N:13]=3)[CH2:17][CH2:18][O:19][C:10]=2[CH:9]=1)([CH3:32])[C:4]([NH2:39])=[O:3]. The yield is 0.500. (4) The reactants are I[C:2]1[C:7]([CH:8]=[O:9])=[CH:6][N:5]=[C:4]([O:10][CH3:11])[CH:3]=1.[CH3:12][Si:13]([C:16]#[CH:17])([CH3:15])[CH3:14].C(N(CC)CC)C. The catalyst is Cl[Pd](Cl)([P](C1C=CC=CC=1)(C1C=CC=CC=1)C1C=CC=CC=1)[P](C1C=CC=CC=1)(C1C=CC=CC=1)C1C=CC=CC=1.[Cu]I.C1COCC1. The product is [CH3:11][O:10][C:4]1[CH:3]=[C:2]([C:17]#[C:16][Si:13]([CH3:15])([CH3:14])[CH3:12])[C:7]([CH:8]=[O:9])=[CH:6][N:5]=1. The yield is 0.680. (5) The product is [OH:1][C:2]1[CH:7]=[CH:6][C:5]([CH2:8][CH2:9][CH:10]=[O:11])=[CH:4][C:3]=1[O:15][CH3:16]. The yield is 0.450. No catalyst specified. The reactants are [OH:1][C:2]1[CH:7]=[CH:6][C:5]([CH2:8][CH2:9][C:10](OCC)=[O:11])=[CH:4][C:3]=1[O:15][CH3:16].CC(C[AlH]CC(C)C)C. (6) The reactants are [F:1][C:2]([F:11])([F:10])[C:3]1[CH:8]=[CH:7][C:6]([OH:9])=[CH:5][CH:4]=1.N1C=CC=CC=1.[S:18](O[S:18]([C:21]([F:24])([F:23])[F:22])(=[O:20])=[O:19])([C:21]([F:24])([F:23])[F:22])(=[O:20])=[O:19]. The catalyst is ClCCl. The product is [F:22][C:21]([F:24])([F:23])[S:18]([O:9][C:6]1[CH:5]=[CH:4][C:3]([C:2]([F:10])([F:11])[F:1])=[CH:8][CH:7]=1)(=[O:20])=[O:19]. The yield is 0.764. (7) The reactants are [CH3:1][O:2][C:3]1[CH:4]=[C:5]([C:13]2[CH:14]=[C:15]3[CH2:21][C:20](=[O:22])[NH:19][C:16]3=[N:17][CH:18]=2)[CH:6]=[C:7]([O:11][CH3:12])[C:8]=1[O:9][CH3:10].[C:23]([C:25]1[CH:32]=[CH:31][C:28]([CH:29]=O)=[CH:27][CH:26]=1)#[N:24].C(N(CC)CC)C. The catalyst is C1(C)C=CC=CC=1. The product is [O:22]=[C:20]1[NH:19][C:16]2=[N:17][CH:18]=[C:13]([C:5]3[CH:6]=[C:7]([O:11][CH3:12])[C:8]([O:9][CH3:10])=[C:3]([O:2][CH3:1])[CH:4]=3)[CH:14]=[C:15]2[C:21]1=[CH:29][C:28]1[CH:31]=[CH:32][C:25]([C:23]#[N:24])=[CH:26][CH:27]=1. The yield is 0.540.